From a dataset of Buchwald-Hartwig C-N cross coupling reaction yields with 55,370 reactions. Predict the reaction yield, written as a fraction of the theoretical maximum amount of product (1.0 means a 100% yield; for example, 0.34 means a 34% yield). (1) The reactants are Ic1cccnc1.Cc1ccc(N)cc1.O=S(=O)(O[Pd]1c2ccccc2-c2ccccc2N~1)C(F)(F)F.CC(C)c1cc(C(C)C)c(-c2ccccc2P(C(C)(C)C)C(C)(C)C)c(C(C)C)c1.CCN=P(N=P(N(C)C)(N(C)C)N(C)C)(N(C)C)N(C)C.Cc1ccon1. No catalyst specified. The product is Cc1ccc(Nc2cccnc2)cc1. The yield is 0. (2) The reactants are Brc1cccnc1.Cc1ccc(N)cc1.O=S(=O)(O[Pd]1c2ccccc2-c2ccccc2N~1)C(F)(F)F.COc1ccc(OC)c(P(C(C)(C)C)C(C)(C)C)c1-c1c(C(C)C)cc(C(C)C)cc1C(C)C.CN1CCCN2CCCN=C12.Cc1cc(C)on1. No catalyst specified. The product is Cc1ccc(Nc2cccnc2)cc1. The yield is 0.861. (3) The reactants are Brc1cccnc1.Cc1ccc(N)cc1.O=S(=O)(O[Pd]1c2ccccc2-c2ccccc2N~1)C(F)(F)F.CC(C)c1cc(C(C)C)c(-c2ccccc2P(C2CCCCC2)C2CCCCC2)c(C(C)C)c1.CCN=P(N=P(N(C)C)(N(C)C)N(C)C)(N(C)C)N(C)C.COC(=O)c1ccno1. No catalyst specified. The product is Cc1ccc(Nc2cccnc2)cc1. The yield is 0.0455. (4) The product is CCc1ccc(Nc2ccc(C)cc2)cc1. The reactants are CCc1ccc(Br)cc1.Cc1ccc(N)cc1.O=S(=O)(O[Pd]1c2ccccc2-c2ccccc2N~1)C(F)(F)F.CC(C)c1cc(C(C)C)c(-c2ccccc2P(C(C)(C)C)C(C)(C)C)c(C(C)C)c1.CN1CCCN2CCCN=C12.c1ccc(CN(Cc2ccccc2)c2ccon2)cc1. The yield is 0.691. No catalyst specified.